From a dataset of Reaction yield outcomes from USPTO patents with 853,638 reactions. Predict the reaction yield, written as a fraction of the theoretical maximum amount of product (1.0 means a 100% yield; for example, 0.34 means a 34% yield). (1) The reactants are [Cl:1][C:2]1[CH:8]=[CH:7][C:6]([Cl:9])=[CH:5][C:3]=1[NH2:4].C[Si]([N-][Si](C)(C)C)(C)C.[Na+].[Br:20][C:21]1[S:25][C:24]([C:26]#[N:27])=[CH:23][CH:22]=1. The catalyst is C1COCC1. The product is [Br:20][C:21]1[S:25][C:24]([C:26]([NH:4][C:3]2[CH:5]=[C:6]([Cl:9])[CH:7]=[CH:8][C:2]=2[Cl:1])=[NH:27])=[CH:23][CH:22]=1. The yield is 0.940. (2) The reactants are [NH2:1][C:2]1[CH:3]=[C:4]([SH:8])[CH:5]=[CH:6][CH:7]=1.Cl[C:10]1[C:19]2[C:14](=[CH:15][C:16]([O:22][CH3:23])=[C:17]([O:20][CH3:21])[CH:18]=2)[N:13]=[CH:12][N:11]=1. No catalyst specified. The product is [CH3:21][O:20][C:17]1[CH:18]=[C:19]2[C:14](=[CH:15][C:16]=1[O:22][CH3:23])[N:13]=[CH:12][N:11]=[C:10]2[S:8][C:4]1[CH:3]=[C:2]([CH:7]=[CH:6][CH:5]=1)[NH2:1]. The yield is 1.00. (3) The reactants are [Na].Cl.[C:3]([O:6][CH2:7][C:8]([CH:10]1[C:21](=[O:22])[C:14]2[CH:15]=[C:16]([Cl:20])[CH:17]=[CH:18][CH2:19][C:13]=2[CH2:12][CH2:11]1)=[O:9])(=O)[CH3:4].C([OH:25])C. No catalyst specified. The product is [Cl:20][C:16]1[CH:17]=[CH:18][CH2:19][C:13]2[CH2:12][CH2:11][CH:10]([C:8](=[O:9])[C:7]([O:6][CH2:3][CH3:4])=[O:25])[C:21](=[O:22])[C:14]=2[CH:15]=1. The yield is 0.970. (4) The reactants are [Cl:1][C:2]1[C:10]2[N:9]=[C:8]3[N:11]([C:15]4[CH:20]=[CH:19][C:18]([Cl:21])=[CH:17][C:16]=4[Cl:22])[CH2:12][CH2:13][CH2:14][N:7]3[C:6]=2[C:5]([CH:23]([CH:25]2[CH2:27][CH2:26]2)[OH:24])=[CH:4][CH:3]=1.N(C(N1CCCCC1)=O)=NC(N1CCCCC1)=O.C(P(CCCC)CCCC)CCC.[F:59][CH:60]([F:63])[CH2:61]O. The catalyst is O1CCCC1. The product is [Cl:1][C:2]1[C:10]2[N:9]=[C:8]3[N:11]([C:15]4[CH:20]=[CH:19][C:18]([Cl:21])=[CH:17][C:16]=4[Cl:22])[CH2:12][CH2:13][CH2:14][N:7]3[C:6]=2[C:5]([CH:23]([CH:25]2[CH2:27][CH2:26]2)[O:24][CH2:61][CH:60]([F:63])[F:59])=[CH:4][CH:3]=1. The yield is 0.480. (5) The reactants are [F:1][C:2]1[CH:3]=[C:4]([C:20]2[C:21]([C:26]#[N:27])=[CH:22][CH:23]=[CH:24][CH:25]=2)[CH:5]=[CH:6][C:7]=1[CH2:8][N:9]1[C:14](=[O:15])[CH:13]=[C:12]([CH3:16])[N:11]=[C:10]1[CH2:17][CH2:18][CH3:19].C([O-])(=O)C.[Na+].[Br:33]Br. The catalyst is C(O)(=O)C.C1(C)C=CC=CC=1. The product is [Br:33][C:13]1[C:14](=[O:15])[N:9]([CH2:8][C:7]2[CH:6]=[CH:5][C:4]([C:20]3[C:21]([C:26]#[N:27])=[CH:22][CH:23]=[CH:24][CH:25]=3)=[CH:3][C:2]=2[F:1])[C:10]([CH2:17][CH2:18][CH3:19])=[N:11][C:12]=1[CH3:16]. The yield is 0.380. (6) The reactants are C([Li])CCC.[CH3:6][O:7][C:8]1[CH:9]=[C:10](Br)[CH:11]=[C:12]([O:14][CH3:15])[CH:13]=1.[F:17][CH:18]([F:32])[O:19][C:20]1[CH:21]=[C:22]([CH:25]=[CH:26][C:27]=1[O:28][CH:29]([F:31])[F:30])[CH:23]=[O:24]. The catalyst is C1COCC1. The product is [F:17][CH:18]([F:32])[O:19][C:20]1[CH:21]=[C:22]([CH:23]([C:10]2[CH:9]=[C:8]([O:7][CH3:6])[CH:13]=[C:12]([O:14][CH3:15])[CH:11]=2)[OH:24])[CH:25]=[CH:26][C:27]=1[O:28][CH:29]([F:30])[F:31]. The yield is 0.420. (7) The reactants are [F:1][C:2]1[CH:3]=[CH:4][C:5]([O:25][CH2:26][CH2:27][O:28][CH3:29])=[C:6]([C@H:8]2[CH2:12][CH2:11][CH2:10][N:9]2[C:13]2[CH:18]=[CH:17][N:16]3[N:19]=[CH:20][C:21]([C:22](O)=[O:23])=[C:15]3[N:14]=2)[CH:7]=1.[Cl-].[NH4+:31]. No catalyst specified. The product is [F:1][C:2]1[CH:3]=[CH:4][C:5]([O:25][CH2:26][CH2:27][O:28][CH3:29])=[C:6]([C@H:8]2[CH2:12][CH2:11][CH2:10][N:9]2[C:13]2[CH:18]=[CH:17][N:16]3[N:19]=[CH:20][C:21]([C:22]([NH2:31])=[O:23])=[C:15]3[N:14]=2)[CH:7]=1. The yield is 0.550.